Dataset: Forward reaction prediction with 1.9M reactions from USPTO patents (1976-2016). Task: Predict the product of the given reaction. Given the reactants [NH:1]1[CH2:5][CH2:4][CH2:3][CH2:2]1.[Cl:6][C:7]1[N:12]=[CH:11][C:10]([C:13](Cl)=[O:14])=[CH:9][CH:8]=1, predict the reaction product. The product is: [Cl:6][C:7]1[CH:8]=[CH:9][C:10]([C:13]([N:1]2[CH2:5][CH2:4][CH2:3][CH2:2]2)=[O:14])=[CH:11][N:12]=1.